This data is from Catalyst prediction with 721,799 reactions and 888 catalyst types from USPTO. The task is: Predict which catalyst facilitates the given reaction. (1) Reactant: [C:1]([O:5][C:6]([N:8]1[CH2:13][CH2:12][N:11]([C:14]2[CH:19]=[CH:18][CH:17]=[C:16](F)[C:15]=2[N+:21]([O-:23])=[O:22])[CH2:10][CH2:9]1)=[O:7])([CH3:4])([CH3:3])[CH3:2].CS(CCO)(=O)=[O:26].[H-].[Na+]. Product: [C:1]([O:5][C:6]([N:8]1[CH2:13][CH2:12][N:11]([C:14]2[CH:19]=[CH:18][CH:17]=[C:16]([OH:26])[C:15]=2[N+:21]([O-:23])=[O:22])[CH2:10][CH2:9]1)=[O:7])([CH3:4])([CH3:3])[CH3:2]. The catalyst class is: 3. (2) Reactant: [CH3:1][NH:2][C:3]([C:5]1[CH:10]([C:11]2[CH:16]=[CH:15][CH:14]=[CH:13][C:12]=2[CH3:17])[CH2:9][C:8]([N:18]2[CH2:23][CH2:22][N:21]([CH3:24])[CH2:20][CH2:19]2)=[N:7][CH:6]=1)=[O:4]. Product: [CH3:1][NH:2][C:3](=[O:4])[C:5]1[C:10]([C:11]2[CH:16]=[CH:15][CH:14]=[CH:13][C:12]=2[CH3:17])=[CH:9][C:8]([N:18]2[CH2:23][CH2:22][N:21]([CH3:24])[CH2:20][CH2:19]2)=[N:7][CH:6]=1. The catalyst class is: 703.